Dataset: Cav3 T-type calcium channel HTS with 100,875 compounds. Task: Binary Classification. Given a drug SMILES string, predict its activity (active/inactive) in a high-throughput screening assay against a specified biological target. (1) The drug is Clc1ccc(c2nc3n(nc(c3C(=O)N3CCOCC3)C)c(c2)C(F)(F)F)cc1. The result is 0 (inactive). (2) The compound is s1c2CC(CCc2nc1NC(=O)C1CC1)C. The result is 0 (inactive). (3) The compound is S(=O)(=O)(N(CC(=O)NC1CCCCC1)C)c1c2nsnc2ccc1. The result is 0 (inactive). (4) The molecule is O(c1cc(C(=O)Nc2c3c(nc(c2)C)cccc3)ccc1OC)C. The result is 0 (inactive). (5) The molecule is S(=O)(=O)(N(c1ccc(OCC)cc1)CC(OC)=O)c1cc(OC)c(OC)cc1. The result is 0 (inactive). (6) The drug is Clc1c(CSc2n(nnn2)c2cc3OCOc3cc2)ccc(Cl)c1. The result is 1 (active). (7) The drug is O=c1n(c(=O)n(c2ncn(c12)Cc1ccccc1)Cc1ccccc1)CC(=O)NC(C)C. The result is 0 (inactive). (8) The molecule is O=C(Nc1ncccc1)CN1CCN(CC1)CC(=O)Nc1ncccc1. The result is 0 (inactive). (9) The drug is O=C(NCCc1ccc(OC)cc1)C1N(C2C(C1)Cn1c2nc2c1cccc2)c1ccccc1. The result is 0 (inactive).